Dataset: Peptide-MHC class I binding affinity with 185,985 pairs from IEDB/IMGT. Task: Regression. Given a peptide amino acid sequence and an MHC pseudo amino acid sequence, predict their binding affinity value. This is MHC class I binding data. (1) The peptide sequence is YPLHEQYGM. The MHC is HLA-A33:01 with pseudo-sequence HLA-A33:01. The binding affinity (normalized) is 0. (2) The peptide sequence is RLGIFRPLLR. The MHC is HLA-A31:01 with pseudo-sequence HLA-A31:01. The binding affinity (normalized) is 0.525. (3) The peptide sequence is RPTPKGAVMD. The MHC is HLA-B07:02 with pseudo-sequence HLA-B07:02. The binding affinity (normalized) is 0.574. (4) The peptide sequence is LMHPAQTSQW. The MHC is Mamu-B01 with pseudo-sequence Mamu-B01. The binding affinity (normalized) is 0. (5) The peptide sequence is RPMREVRFL. The MHC is HLA-B51:01 with pseudo-sequence HLA-B51:01. The binding affinity (normalized) is 0. (6) The peptide sequence is KLNWASQIY. The MHC is HLA-B18:01 with pseudo-sequence HLA-B18:01. The binding affinity (normalized) is 0.193. (7) The binding affinity (normalized) is 0.770. The MHC is HLA-B07:02 with pseudo-sequence HLA-B07:02. The peptide sequence is FPYEGGKVF.